Task: Binary Classification. Given two protein amino acid sequences, predict whether they physically interact or not.. Dataset: Human Reference Interactome with 51,813 positive PPI pairs across 8,248 proteins, plus equal number of experimentally-validated negative pairs (1) Protein 2 (ENSG00000136811) has sequence MKDRSSTPPLHVHVDENTPVHVHIKKLPKPSATSSQKSHKRGMKGDTVNVRRSVRVKTKVPWMPPGKSSARPVGCKWENPPHCLEITPPSSEKLVSVMRLSDLSTEDDDSGHCKMNRYDKKIDSLMNAVGCLKSEVKMQKGERQMAKRFLEERKEELEEVAHELAETEHENTVLRHNIERMKEEKDFTILQKKHLQQEKECLMSKLVEAEMDGAAAAKQVMALKDTIGKLKTEKQMTCTDINTLTRQKELLLQKLSTFEETNRTLRDLLREQHCKEDSERLMEQQGALLKRLAEADSEKA.... Protein 1 (ENSG00000099282) has sequence MPRGDSEQVRYCARFSYLWLKFSLIIYSTVFWLIGALVLSVGIYAEVERQKYKTLESAFLAPAIILILLGVVMFMVSFIGVLASLRDNLYLLQAFMYILGICLIMELIGGVVALTFRNQTIDFLNDNIRRGIENYYDDLDFKNIMDFVQKKFKCCGGEDYRDWSKNQYHDCSAPGPLACGVPYTCCIRNTTEVVNTMCGYKTIDKERFSVQDVIYVRGCTNAVIIWFMDNYTIMAGILLGILLPQFLGVLLTLLYITRVEDIIMEHSVTDGLLGPGAKPSVEAAGTGCCLCYPN*LQAFM.... Result: 0 (the proteins do not interact). (2) Protein 1 (ENSG00000160883) has sequence MDSIGSSGLRQGEETLSCSEEGLPGPSDSSELVQECLQQFKVTRAQLQQIQASLLGSMEQALRGQASPAPAVRMLPTYVGSTPHGTEQGDFVVLELGATGASLRVLWVTLTGIEGHRVEPRSQEFVIPQEVMLGAGQQLFDFAAHCLSEFLDAQPVNKQGLQLGFSFSFPCHQTGLDRSTLISWTKGFRCSGVEGQDVVQLLRDAIRRQGAYNIDVVAVVNDTVGTMMGCEPGVRPCEVGLVVDTGTNACYMEEARHVAVLDEDRGRVCVSVEWGSFSDDGALGPVLTTFDHTLDHESLN.... Protein 2 (ENSG00000178460) has sequence MSNLKMKEAALIYLDRSGGLQKFIDDCKYYNDSKQSYAVYRFKILINPSDVVELDAELGNHILHQPLKAAEVFQSVCFIAVKTLSLIGQLQTETQINIVLKLTHLPPLPSYGLDLCEFPLDYTSQRFYMMQGIVIAMTTITKYTQGARFLCSDEACPLSKGFQYIRVHVPGATESATIRNDFLCNLCASSLQEDRKFRVLGDKQIVEIIATKALRAFQGYSNNQPFRFQSLTIFLRDESVNKMNIGNEYKIIGIPTCVKTSQTAVCIEANSITFCNSKVPSGISDNFRCLLSLTSSSCWK.... Result: 0 (the proteins do not interact). (3) Protein 1 (ENSG00000125870) has sequence MDIRPNHTIYINNMNDKIKKEELKRSLYALFSQFGHVVDIVALKTMKMRGQAFVIFKELGSSTNALRQLQGFPFYGKPMRIQYAKTDSDIISKMRGTFADKEKKKEKKKAKTVEQTATTTNKKPGQGTPNSANTQGNSTPNPQVPDYPPNYILFLNNLPEETNEMMLSMLFNQFPGFKEVRLVPGRHDIAFVEFENDGQAGAARDALQGFKITPSHAMKITYAKK*. Protein 2 (ENSG00000116497) has sequence MMCSRVPSEQSSGTSLLPKDGAPFSWDSLDEDGLDDSLLELSEGEEDDGDVNYTEEEIDALLKEDDPSYEQSSGEDDGGHVEKGERGSQILLDTPREKNSSYSLGPVAETPDLFKLPQLSTSSGHGPAHTKPLNRRSVLEKNLIKVTVAPFNPTVCDALLDKDETDSSKDTEKLSSLGEEMREDGLSPNESKLCTESEGISPNNSAWNGPQLSSSNNNFQQTVSDKNMPDSENPTSVFSRISDHSETPNMELSCRNGGSHKSSCEMRSLVVSTSSNKQDVLNKDSGKMKGHERRLGKVIP.... Result: 0 (the proteins do not interact).